This data is from Catalyst prediction with 721,799 reactions and 888 catalyst types from USPTO. The task is: Predict which catalyst facilitates the given reaction. (1) Reactant: [N+:1]([C:4]1[CH:9]=[CH:8][C:7]([N:10]2[CH2:15][CH2:14][NH:13][CH2:12][CH2:11]2)=[CH:6][C:5]=1[NH:16][C:17]1[CH:22]=[CH:21][CH:20]=[CH:19][CH:18]=1)([O-:3])=[O:2].[CH3:23][C:24]1[CH:29]=[CH:28][C:27]([S:30](Cl)(=[O:32])=[O:31])=[CH:26][CH:25]=1.C(N(CC)CC)C. Product: [N+:1]([C:4]1[CH:9]=[CH:8][C:7]([N:10]2[CH2:15][CH2:14][N:13]([S:30]([C:27]3[CH:28]=[CH:29][C:24]([CH3:23])=[CH:25][CH:26]=3)(=[O:32])=[O:31])[CH2:12][CH2:11]2)=[CH:6][C:5]=1[NH:16][C:17]1[CH:22]=[CH:21][CH:20]=[CH:19][CH:18]=1)([O-:3])=[O:2]. The catalyst class is: 4. (2) Reactant: CS(O[CH:6]1[CH2:11][CH2:10][N:9]([C:12]2[S:13][CH:14]=[C:15]([C:17]([O:19][CH2:20][C:21]3[CH:26]=[CH:25][C:24]([N+:27]([O-:29])=[O:28])=[CH:23][CH:22]=3)=[O:18])[N:16]=2)[CH2:8][CH2:7]1)(=O)=O.[C:30]([O-:33])(=[S:32])[CH3:31].[K+]. Product: [C:30]([S:32][CH:6]1[CH2:11][CH2:10][N:9]([C:12]2[S:13][CH:14]=[C:15]([C:17]([O:19][CH2:20][C:21]3[CH:22]=[CH:23][C:24]([N+:27]([O-:29])=[O:28])=[CH:25][CH:26]=3)=[O:18])[N:16]=2)[CH2:8][CH2:7]1)(=[O:33])[CH3:31]. The catalyst class is: 9.